From a dataset of Forward reaction prediction with 1.9M reactions from USPTO patents (1976-2016). Predict the product of the given reaction. (1) Given the reactants C(NCC)C.Br[CH2:7][C:8]([C:10]1[CH:15]=[CH:14][CH:13]=[CH:12][CH:11]=1)=[O:9].[C:16](#[N:20])[CH2:17][C:18]#[N:19], predict the reaction product. The product is: [NH2:20][C:16]1[O:9][C:8]([C:10]2[CH:15]=[CH:14][CH:13]=[CH:12][CH:11]=2)=[CH:7][C:17]=1[C:18]#[N:19]. (2) Given the reactants C[O:2][C:3](=[O:25])[CH2:4][CH2:5][CH2:6][C:7]1[CH:12]=[CH:11][CH:10]=[CH:9][C:8]=1[N:13]([C:15](=[O:24])[C:16]1[CH:21]=[CH:20][C:19]([Cl:22])=[C:18]([Br:23])[CH:17]=1)[CH3:14].Cl, predict the reaction product. The product is: [Br:23][C:18]1[CH:17]=[C:16]([CH:21]=[CH:20][C:19]=1[Cl:22])[C:15]([N:13]([CH3:14])[C:8]1[CH:9]=[CH:10][CH:11]=[CH:12][C:7]=1[CH2:6][CH2:5][CH2:4][C:3]([OH:25])=[O:2])=[O:24].